Dataset: Full USPTO retrosynthesis dataset with 1.9M reactions from patents (1976-2016). Task: Predict the reactants needed to synthesize the given product. (1) Given the product [Cl:8][C:9]1[CH:14]=[C:13]([O:6][CH2:5][C:4]([CH3:3])=[CH2:7])[N:12]=[CH:11][N:10]=1, predict the reactants needed to synthesize it. The reactants are: [H-].[Na+].[CH3:3][C:4](=[CH2:7])[CH2:5][OH:6].[Cl:8][C:9]1[CH:14]=[C:13](Cl)[N:12]=[CH:11][N:10]=1.[Cl-].[NH4+]. (2) The reactants are: [Cl:1][C:2]1[CH:3]=[C:4]([CH2:9][C:10]#[N:11])[CH:5]=[CH:6][C:7]=1[Cl:8].[CH2:12]1[O:14][C@H:13]1[CH2:15]Cl.ClCCl.CCCCCC. Given the product [Cl:1][C:2]1[CH:3]=[C:4]([C@:9]2([C:10]#[N:11])[CH2:15][CH:13]2[CH2:12][OH:14])[CH:5]=[CH:6][C:7]=1[Cl:8], predict the reactants needed to synthesize it. (3) Given the product [F:33][C:27]1[C:28]([NH:1][CH:2]([C:9]([CH3:12])([CH3:13])[CH2:10][CH3:11])[CH2:3][C:4]([O:6][CH2:7][CH3:8])=[O:5])=[N:29][C:24]([C:23]2[C:17]3[C:18](=[N:19][CH:20]=[C:15]([F:14])[CH:16]=3)[N:21]([S:34]([C:37]3[CH:42]=[CH:41][C:40]([CH3:43])=[CH:39][CH:38]=3)(=[O:36])=[O:35])[CH:22]=2)=[N:25][CH:26]=1, predict the reactants needed to synthesize it. The reactants are: [NH2:1][CH:2]([C:9]([CH3:13])([CH3:12])[CH2:10][CH3:11])[CH2:3][C:4]([O:6][CH2:7][CH3:8])=[O:5].[F:14][C:15]1[CH:16]=[C:17]2[C:23]([C:24]3[N:29]=[C:28](S(C)=O)[C:27]([F:33])=[CH:26][N:25]=3)=[CH:22][N:21]([S:34]([C:37]3[CH:42]=[CH:41][C:40]([CH3:43])=[CH:39][CH:38]=3)(=[O:36])=[O:35])[C:18]2=[N:19][CH:20]=1.C(N(CC)C(C)C)(C)C. (4) Given the product [F:1][C:2]1[CH:7]=[CH:6][CH:5]=[CH:4][C:3]=1[N:8]1[C:12]([C:13]2[CH:18]=[CH:17][N:16]=[CH:15][CH:14]=2)=[C:11]([C:19]2[O:21][N:27]=[C:26]([C:28]3[CH:33]=[CH:32][CH:31]=[CH:30][N:29]=3)[N:25]=2)[N:10]=[N:9]1, predict the reactants needed to synthesize it. The reactants are: [F:1][C:2]1[CH:7]=[CH:6][CH:5]=[CH:4][C:3]=1[N:8]1[C:12]([C:13]2[CH:18]=[CH:17][N:16]=[CH:15][CH:14]=2)=[C:11]([C:19]([O:21]CC)=O)[N:10]=[N:9]1.O[N:25]=[C:26]([C:28]1[CH:33]=[CH:32][CH:31]=[CH:30][N:29]=1)[NH2:27]. (5) Given the product [N:1]1([CH2:10][CH2:11][N:12]2[CH2:17][CH2:16][O:15][C@H:14]([CH2:18][O:19][C:26]3[CH:25]=[CH:24][CH:23]=[C:22]([O:21][CH3:20])[CH:27]=3)[CH2:13]2)[C:9]2[C:4](=[CH:5][CH:6]=[CH:7][CH:8]=2)[CH2:3][CH2:2]1, predict the reactants needed to synthesize it. The reactants are: [N:1]1([CH2:10][CH2:11][N:12]2[CH2:17][CH2:16][O:15][C@H:14]([CH2:18][OH:19])[CH2:13]2)[C:9]2[C:4](=[CH:5][CH:6]=[CH:7][CH:8]=2)[CH2:3][CH2:2]1.[CH3:20][O:21][C:22]1[CH:23]=[C:24](O)[CH:25]=[CH:26][CH:27]=1.C1(P(C2C=CC=CC=2)C2C=CC=CC=2)C=CC=CC=1.CCOC(/N=N/C(OCC)=O)=O. (6) The reactants are: [F:1][C:2]1[CH:10]=[C:9]2[C:5]([C:6]([CH:11]3[CH2:16][CH2:15][NH:14][CH2:13][CH2:12]3)=[CH:7][NH:8]2)=[CH:4][CH:3]=1.[CH2:17]([O:19][C:20](=[O:31])[C:21]1[CH:26]=[C:25]([CH2:27]Br)[CH:24]=[CH:23][C:22]=1[O:29][CH3:30])[CH3:18]. Given the product [CH2:17]([O:19][C:20](=[O:31])[C:21]1[CH:26]=[C:25]([CH2:27][N:14]2[CH2:15][CH2:16][CH:11]([C:6]3[C:5]4[C:9](=[CH:10][C:2]([F:1])=[CH:3][CH:4]=4)[NH:8][CH:7]=3)[CH2:12][CH2:13]2)[CH:24]=[CH:23][C:22]=1[O:29][CH3:30])[CH3:18], predict the reactants needed to synthesize it. (7) Given the product [F:1][C:2]1[CH:3]=[N:4][N:5]([C:7]2[N:12]=[C:11]([OH:13])[C:10]([C:14]([NH:16][C@H:17]([C:30]3[CH:35]=[CH:34][C:33]([F:36])=[CH:32][CH:31]=3)[C:18]3[CH:19]=[CH:20][C:21]([P:24]([CH3:29])(=[O:25])[OH:28])=[CH:22][CH:23]=3)=[O:15])=[CH:9][N:8]=2)[CH:6]=1, predict the reactants needed to synthesize it. The reactants are: [F:1][C:2]1[CH:3]=[N:4][N:5]([C:7]2[N:12]=[C:11]([OH:13])[C:10]([C:14]([NH:16][C@H:17]([C:30]3[CH:35]=[CH:34][C:33]([F:36])=[CH:32][CH:31]=3)[C:18]3[CH:23]=[CH:22][C:21]([P:24]([CH3:29])(=[O:28])[O:25]CC)=[CH:20][CH:19]=3)=[O:15])=[CH:9][N:8]=2)[CH:6]=1.[OH-].[Na+]. (8) Given the product [CH2:1]=[CH:2][C:3]1[CH:8]=[CH:7][CH:6]=[CH:5][CH:4]=1.[CH2:22]=[CH:23][C:24](=[CH2:25])[CH3:26].[CH2:1]=[CH:2][C:3]1[CH:8]=[CH:7][CH:6]=[CH:5][CH:4]=1, predict the reactants needed to synthesize it. The reactants are: [CH2:1]=[CH:2][C:3]1[CH:8]=[CH:7][CH:6]=[CH:5][CH:4]=1.C([Li])(CC)C.CN(CCN(C)C)C.[CH2:22]=[CH:23][C:24](=[CH2:26])[CH3:25]. (9) Given the product [C:1]([O:5][C:6](=[O:27])[NH:7][CH:8]1[C:14]2[CH:15]=[C:16]([Br:35])[C:17]([O:19][CH2:20][CH:21]3[CH2:22][CH2:23][CH2:24][CH2:25][CH2:26]3)=[CH:18][C:13]=2[CH2:12][CH2:11][CH2:10][CH2:9]1)([CH3:4])([CH3:2])[CH3:3], predict the reactants needed to synthesize it. The reactants are: [C:1]([O:5][C:6](=[O:27])[NH:7][CH:8]1[C:14]2[CH:15]=[CH:16][C:17]([O:19][CH2:20][CH:21]3[CH2:26][CH2:25][CH2:24][CH2:23][CH2:22]3)=[CH:18][C:13]=2[CH2:12][CH2:11][CH2:10][CH2:9]1)([CH3:4])([CH3:3])[CH3:2].C1C(=O)N([Br:35])C(=O)C1.